Dataset: Forward reaction prediction with 1.9M reactions from USPTO patents (1976-2016). Task: Predict the product of the given reaction. (1) Given the reactants [CH2:1]([O:8][C:9](=[O:37])[NH:10][CH2:11][CH2:12][CH2:13][CH2:14][C:15]1[CH:20]=[CH:19][C:18]([CH2:21][CH2:22][CH2:23][CH:24]([N:26]2C(=O)C3C(=CC=CC=3)C2=O)[CH3:25])=[CH:17][CH:16]=1)[C:2]1[CH:7]=[CH:6][CH:5]=[CH:4][CH:3]=1.NN, predict the reaction product. The product is: [CH2:1]([O:8][C:9](=[O:37])[NH:10][CH2:11][CH2:12][CH2:13][CH2:14][C:15]1[CH:20]=[CH:19][C:18]([CH2:21][CH2:22][CH2:23][CH:24]([NH2:26])[CH3:25])=[CH:17][CH:16]=1)[C:2]1[CH:3]=[CH:4][CH:5]=[CH:6][CH:7]=1. (2) The product is: [CH3:33][C:29]1([CH3:32])[O:28][C:27]2[CH:34]=[CH:35][C:24]([C@H:22]3[O:21][C:20](=[O:36])[N:19]([CH2:18][CH2:17][CH2:16][CH2:15][CH2:14][CH2:13][O:12][CH2:11][CH2:10][O:9][CH2:8][C:4]4[CH:3]=[C:2]([NH:1][C:43](=[O:44])[C:42]5[CH:46]=[CH:47][CH:48]=[C:40]([N+:37]([O-:39])=[O:38])[CH:41]=5)[CH:7]=[CH:6][CH:5]=4)[CH2:23]3)=[CH:25][C:26]=2[CH2:31][O:30]1. Given the reactants [NH2:1][C:2]1[CH:3]=[C:4]([CH2:8][O:9][CH2:10][CH2:11][O:12][CH2:13][CH2:14][CH2:15][CH2:16][CH2:17][CH2:18][N:19]2[CH2:23][C@@H:22]([C:24]3[CH:35]=[CH:34][C:27]4[O:28][C:29]([CH3:33])([CH3:32])[O:30][CH2:31][C:26]=4[CH:25]=3)[O:21][C:20]2=[O:36])[CH:5]=[CH:6][CH:7]=1.[N+:37]([C:40]1[CH:41]=[C:42]([CH:46]=[CH:47][CH:48]=1)[C:43](Cl)=[O:44])([O-:39])=[O:38].C(=O)(O)[O-].[Na+], predict the reaction product. (3) The product is: [CH:1]1[C:10]2[C:5](=[CH:6][CH:7]=[CH:8][CH:9]=2)[CH:4]=[CH:3][C:2]=1[CH2:11][NH:12][C:13](=[S:38])[CH2:14][CH2:15][C:16]1[CH:21]=[CH:20][C:19]([O:22][CH2:23][C:24]#[CH:25])=[C:18]([O:26][CH3:27])[CH:17]=1. Given the reactants [CH:1]1[C:10]2[C:5](=[CH:6][CH:7]=[CH:8][CH:9]=2)[CH:4]=[CH:3][C:2]=1[CH2:11][NH:12][C:13](=O)[CH2:14][CH2:15][C:16]1[CH:21]=[CH:20][C:19]([O:22][CH2:23][C:24]#[CH:25])=[C:18]([O:26][CH3:27])[CH:17]=1.COC1C=CC(P2(SP(C3C=CC(OC)=CC=3)(=S)S2)=[S:38])=CC=1, predict the reaction product. (4) Given the reactants [CH3:1][C:2]1[CH:3]=[C:4]([NH:16][C:17]2[C:26]3[C:21](=[CH:22][CH:23]=[CH:24][C:25]=3[O:27][C@H:28]([CH3:33])[C:29]([O:31]C)=O)[N:20]=[CH:19][N:18]=2)[CH:5]=[CH:6][C:7]=1[O:8][CH2:9][C:10]1[CH:15]=[CH:14][CH:13]=[CH:12][N:11]=1.[CH3:34][NH2:35], predict the reaction product. The product is: [CH3:34][NH:35][C:29](=[O:31])[C@H:28]([O:27][C:25]1[CH:24]=[CH:23][CH:22]=[C:21]2[C:26]=1[C:17]([NH:16][C:4]1[CH:5]=[CH:6][C:7]([O:8][CH2:9][C:10]3[CH:15]=[CH:14][CH:13]=[CH:12][N:11]=3)=[C:2]([CH3:1])[CH:3]=1)=[N:18][CH:19]=[N:20]2)[CH3:33]. (5) Given the reactants Br[C:2]1[CH:11]=[CH:10][CH:9]=[C:8]2[C:3]=1[CH:4]=[C:5]([C:13]1[CH:28]=[CH:27][C:16]([CH2:17][N:18]3[CH2:23][CH2:22][N:21]([C:24]([OH:26])=[O:25])[CH2:20][CH2:19]3)=[CH:15][CH:14]=1)[NH:6][C:7]2=[O:12].[C:29]([Si:31]([CH3:34])([CH3:33])[CH3:32])#[CH:30].[CH2:35](N(CC)CC)C.C1(P([C:55]2[CH:60]=[CH:59]C=CC=2)C2C=CC=CC=2)C=CC=CC=1, predict the reaction product. The product is: [C:60]([O:26][C:24]([N:21]1[CH2:22][CH2:23][N:18]([CH2:17][C:16]2[CH:15]=[CH:14][C:13]([C:5]3[NH:6][C:7](=[O:12])[C:8]4[C:3]([CH:4]=3)=[C:2]([C:30]#[C:29][Si:31]([CH3:34])([CH3:33])[CH3:32])[CH:11]=[CH:10][CH:9]=4)=[CH:28][CH:27]=2)[CH2:19][CH2:20]1)=[O:25])([CH3:59])([CH3:55])[CH3:35]. (6) The product is: [CH2:1]([O:3][C:4](=[O:13])[C:5]1[CH:6]=[C:7]([N:8]([CH2:9][CH3:10])[CH2:7][CH3:6])[N:8]=[C:9]([Cl:11])[CH:10]=1)[CH3:2]. Given the reactants [CH2:1]([O:3][C:4](=[O:13])[C:5]1[CH:10]=[C:9]([Cl:11])[N:8]=[C:7](Cl)[CH:6]=1)[CH3:2], predict the reaction product. (7) Given the reactants [N+:1]([C:4]1[CH:5]=[N:6][NH:7][CH:8]=1)([O-:3])=[O:2].C([O-])([O-])=O.[Cs+].[Cs+].[C:15]([NH:22][CH2:23][CH2:24]Br)([O:17][C:18]([CH3:21])([CH3:20])[CH3:19])=[O:16], predict the reaction product. The product is: [N+:1]([C:4]1[CH:5]=[N:6][N:7]([CH2:24][CH2:23][NH:22][C:15](=[O:16])[O:17][C:18]([CH3:21])([CH3:20])[CH3:19])[CH:8]=1)([O-:3])=[O:2].